Dataset: Forward reaction prediction with 1.9M reactions from USPTO patents (1976-2016). Task: Predict the product of the given reaction. (1) Given the reactants [NH2:1][CH2:2][C@H:3]1[CH2:8][N:7]([S:9]([C:12]2[S:13][CH:14]=[CH:15][CH:16]=2)(=[O:11])=[O:10])[CH2:6][CH2:5][N:4]1[C:17]1[CH:22]=[CH:21][C:20]([C:23]([OH:29])([CH3:28])[C:24]([F:27])([F:26])[F:25])=[CH:19][CH:18]=1.[CH3:30][C:31]([CH3:33])=O.C[Si]([C:38]#[N:39])(C)C, predict the reaction product. The product is: [CH3:30][C:31]([NH:1][CH2:2][C@H:3]1[CH2:8][N:7]([S:9]([C:12]2[S:13][CH:14]=[CH:15][CH:16]=2)(=[O:10])=[O:11])[CH2:6][CH2:5][N:4]1[C:17]1[CH:18]=[CH:19][C:20]([C:23]([OH:29])([CH3:28])[C:24]([F:26])([F:27])[F:25])=[CH:21][CH:22]=1)([CH3:33])[C:38]#[N:39]. (2) Given the reactants [NH2:1][C:2]1[CH:7]=[CH:6][C:5]([N:8]2[C:14](=[O:15])[CH2:13][C:12](=[O:16])[NH:11][C:10]3[C:17]4[C:22]([CH:23]=[CH:24][C:9]2=3)=[CH:21][CH:20]=[CH:19][CH:18]=4)=[CH:4][CH:3]=1.[Br:25][C:26]1[CH:27]=[C:28]([CH:32]=[CH:33][CH:34]=1)[C:29](Cl)=[O:30].C(NC1C=CC(N2C(=O)CC(=O)NC3C4C(C=CC2=3)=CC=CC=4)=CC=1)(=O)C1C=CC=CC=1, predict the reaction product. The product is: [Br:25][C:26]1[CH:27]=[C:28]([CH:32]=[CH:33][CH:34]=1)[C:29]([NH:1][C:2]1[CH:7]=[CH:6][C:5]([N:8]2[C:14](=[O:15])[CH2:13][C:12](=[O:16])[NH:11][C:10]3[C:17]4[C:22]([CH:23]=[CH:24][C:9]2=3)=[CH:21][CH:20]=[CH:19][CH:18]=4)=[CH:4][CH:3]=1)=[O:30]. (3) Given the reactants COCCN(S(F)(F)F)CCOC.[Cl:14][C:15]1[CH:16]=[C:17]([CH:28]=[CH:29][CH:30]=1)[C:18]([NH:20][CH:21]([CH2:26][OH:27])[C:22]([O:24][CH3:25])=[O:23])=O.BrC(Cl)(Cl)Cl.C1CCN2C(=NCCC2)CC1, predict the reaction product. The product is: [Cl:14][C:15]1[CH:16]=[C:17]([C:18]2[O:27][CH:26]=[C:21]([C:22]([O:24][CH3:25])=[O:23])[N:20]=2)[CH:28]=[CH:29][CH:30]=1. (4) Given the reactants [C:1]([C:5]1[C:6](=[O:16])[NH:7][C:8]2[C:13]([CH:14]=1)=[CH:12][CH:11]=[CH:10][N+:9]=2[O-])([CH3:4])([CH3:3])[CH3:2].S(Cl)([Cl:19])=O, predict the reaction product. The product is: [C:1]([C:5]1[C:6](=[O:16])[NH:7][C:8]2[C:13]([CH:14]=1)=[CH:12][CH:11]=[C:10]([Cl:19])[N:9]=2)([CH3:4])([CH3:3])[CH3:2]. (5) Given the reactants [Cl:1][C:2]1[C:7]([C:8]2[CH:13]=[CH:12][CH:11]=[C:10]([F:14])[CH:9]=2)=[N:6][N:5]=[C:4]2[NH:15][N:16]=[C:17]([C:18]3[CH:23]=[CH:22][CH:21]=[CH:20][CH:19]=3)[C:3]=12.O[CH2:25][C:26]([N:28]1[CH2:32][CH2:31][CH2:30][CH2:29]1)=[O:27].N(C(OCC)=O)=NC(OCC)=O.C1(P(C2C=CC=CC=2)C2C=CC=CC=2)C=CC=CC=1, predict the reaction product. The product is: [Cl:1][C:2]1[C:7]([C:8]2[CH:13]=[CH:12][CH:11]=[C:10]([F:14])[CH:9]=2)=[N:6][N:5]=[C:4]2[N:15]([CH2:25][C:26]([N:28]3[CH2:32][CH2:31][CH2:30][CH2:29]3)=[O:27])[N:16]=[C:17]([C:18]3[CH:19]=[CH:20][CH:21]=[CH:22][CH:23]=3)[C:3]=12. (6) Given the reactants [CH2:1]([O:8][NH:9][C:10](=[O:29])[CH2:11][C@H:12]([C:22]1[O:23][CH:24]=[C:25]([CH:27]=O)[N:26]=1)[CH2:13][CH2:14][CH2:15][CH:16]1[CH2:21][CH2:20][CH2:19][CH2:18][CH2:17]1)[C:2]1[CH:7]=[CH:6][CH:5]=[CH:4][CH:3]=1.[NH:30]1[CH2:35][CH2:34][O:33][CH2:32][CH2:31]1, predict the reaction product. The product is: [CH2:1]([O:8][NH:9][C:10](=[O:29])[CH2:11][C@H:12]([C:22]1[O:23][CH:24]=[C:25]([CH2:27][N:30]2[CH2:35][CH2:34][O:33][CH2:32][CH2:31]2)[N:26]=1)[CH2:13][CH2:14][CH2:15][CH:16]1[CH2:17][CH2:18][CH2:19][CH2:20][CH2:21]1)[C:2]1[CH:7]=[CH:6][CH:5]=[CH:4][CH:3]=1. (7) The product is: [Cl:8][C:7]1[CH:6]=[CH:5][N:4]=[CH:3][C:2]=1[N:13]1[CH2:14][C@@H:9]2[CH2:15][C@H:12]1[CH2:11][N:10]2[C:16]([O:18][C:19]([CH3:22])([CH3:21])[CH3:20])=[O:17]. Given the reactants Br[C:2]1[CH:3]=[N:4][CH:5]=[CH:6][C:7]=1[Cl:8].[C@H:9]12[CH2:15][C@H:12]([NH:13][CH2:14]1)[CH2:11][N:10]2[C:16]([O:18][C:19]([CH3:22])([CH3:21])[CH3:20])=[O:17].CC1(C)C2C(=C(P(C3C=CC=CC=3)C3C=CC=CC=3)C=CC=2)OC2C(P(C3C=CC=CC=3)C3C=CC=CC=3)=CC=CC1=2.CC(C)([O-])C.[Na+], predict the reaction product. (8) Given the reactants [CH3:1][O:2][C:3]1[CH:11]=[CH:10][C:9]([C:12](=[O:14])[CH3:13])=[CH:8][C:4]=1[C:5]([OH:7])=O.C1C=CC2N(O)N=NC=2C=1.C(Cl)CCl.[F:29][C:30]([F:40])([F:39])[C:31]1[CH:38]=[CH:37][C:34]([CH2:35][NH2:36])=[CH:33][CH:32]=1, predict the reaction product. The product is: [C:12]([C:9]1[CH:10]=[CH:11][C:3]([O:2][CH3:1])=[C:4]([CH:8]=1)[C:5]([NH:36][CH2:35][C:34]1[CH:33]=[CH:32][C:31]([C:30]([F:29])([F:39])[F:40])=[CH:38][CH:37]=1)=[O:7])(=[O:14])[CH3:13].